This data is from Full USPTO retrosynthesis dataset with 1.9M reactions from patents (1976-2016). The task is: Predict the reactants needed to synthesize the given product. (1) Given the product [CH2:1]([C:5]1[N:6]=[C:7]([NH:27][CH2:26][C:19]2[CH:20]=[CH:21][C:22]([O:24][CH3:25])=[CH:23][C:18]=2[O:17][CH3:16])[C:8]2[NH:13][N:12]=[C:11]([I:14])[C:9]=2[N:10]=1)[CH2:2][CH2:3][CH3:4], predict the reactants needed to synthesize it. The reactants are: [CH2:1]([C:5]1[NH:6][C:7](=O)[C:8]2[NH:13][N:12]=[C:11]([I:14])[C:9]=2[N:10]=1)[CH2:2][CH2:3][CH3:4].[CH3:16][O:17][C:18]1[CH:23]=[C:22]([O:24][CH3:25])[CH:21]=[CH:20][C:19]=1[CH2:26][NH2:27].N1CCCN2CCCCCC=12.C1CN([P+](ON2N=NC3C2=CC=CC=3)(N2CCCC2)N2CCCC2)CC1.F[P-](F)(F)(F)(F)F. (2) Given the product [CH2:23]([O:22][C:20]([CH:19]1[C:4](=[O:26])[CH2:5][C@H:6]2[N:7]([CH3:25])[C@@H:8]1[CH2:9][N:10]([C:61]([O:63][C:64]([CH3:65])([CH3:66])[CH3:67])=[O:62])[CH2:11]2)=[O:21])[CH3:24], predict the reactants needed to synthesize it. The reactants are: C(O[C:4](=[O:26])[CH2:5][CH:6]1[CH2:11][N:10](CC2C=CC=CC=2)[CH2:9][CH:8]([CH2:19][C:20]([O:22][CH2:23][CH3:24])=[O:21])[N:7]1[CH3:25])C.C(O)(C(F)(F)F)=O.C(O[K])(C)(C)C.CC(O)=O.CCN(C(C)C)C(C)C.[CH3:65][C:64]([O:63][C:61](O[C:61]([O:63][C:64]([CH3:67])([CH3:66])[CH3:65])=[O:62])=[O:62])([CH3:67])[CH3:66]. (3) Given the product [Br:14][C:7]([C:4]1[CH:5]=[CH:6][N:1]=[CH:2][CH:3]=1)([CH3:13])[C:8]([O:10][CH2:11][CH3:12])=[O:9], predict the reactants needed to synthesize it. The reactants are: [N:1]1[CH:6]=[CH:5][C:4]([CH:7]([CH3:13])[C:8]([O:10][CH2:11][CH3:12])=[O:9])=[CH:3][CH:2]=1.[Br:14]N1C(=O)CCC1=O. (4) Given the product [F:19][C:16]([F:17])([F:18])[C:14]1[CH:13]=[CH:12][N:11]=[C:10]([NH2:9])[N:15]=1, predict the reactants needed to synthesize it. The reactants are: BrC1C=C([NH:9][C:10]2[N:15]=[C:14]([C:16]([F:19])([F:18])[F:17])[CH:13]=[CH:12][N:11]=2)C=C(C)C=1.C1(C)C=CC=CC=1P(C1C=CC=CC=1C)C1C=CC=CC=1C.C[Si](C#C)(C)C.C(NC(C)C)(C)C. (5) Given the product [CH2:1]([O:3][C:4]([N:6]1[CH2:12][CH2:11][C:10]2[C:13]([Br:17])=[CH:14][S:15][C:9]=2[CH2:8][CH2:7]1)=[O:5])[CH3:2], predict the reactants needed to synthesize it. The reactants are: [CH2:1]([O:3][C:4]([N:6]1[CH2:12][CH2:11][C:10]2[C:13]([Br:17])=[C:14](Br)[S:15][C:9]=2[CH2:8][CH2:7]1)=[O:5])[CH3:2].